Task: Predict the product of the given reaction.. Dataset: Forward reaction prediction with 1.9M reactions from USPTO patents (1976-2016) (1) Given the reactants CCCCCC[O:7][C:8](/[N:10]=[C:11](\[NH2:46])/[C:12]1[CH:13]=[CH:14][C:15]([NH:18][CH2:19][C:20]2[N:28]([CH3:29])[C:27]3[CH:26]=[CH:25][C:24]([C:30]([N:32]([C:40]4[CH:41]=[CH:42][CH:43]=[CH:44][N:45]=4)[CH2:33][CH2:34][C:35]([O:37][CH2:38][CH3:39])=[O:36])=[O:31])=[CH:23][C:22]=3[N:21]=2)=[CH:16][CH:17]=1)=[O:9].NC1C=C(C=CC=1NC)C(N(C1C=CC=CN=1)CCC(OCC)=O)=O.O1C(=O)N=C(C2C=CC(NCC(O)=O)=CC=2)N1.C(Cl)(=O)C(C)(C)C, predict the reaction product. The product is: [O:7]1[C:8](=[O:9])[N:10]=[C:11]([C:12]2[CH:13]=[CH:14][C:15]([NH:18][CH2:19][C:20]3[N:28]([CH3:29])[C:27]4[CH:26]=[CH:25][C:24]([C:30]([N:32]([C:40]5[CH:41]=[CH:42][CH:43]=[CH:44][N:45]=5)[CH2:33][CH2:34][C:35]([O:37][CH2:38][CH3:39])=[O:36])=[O:31])=[CH:23][C:22]=4[N:21]=3)=[CH:16][CH:17]=2)[NH:46]1. (2) Given the reactants [O:1]1[C:5]([C:6]([O:8]CC)=O)=[CH:4][N:3]=[CH:2]1.[Cl:11][C:12]1[CH:20]=[C:19]2[C:15]([CH:16]=[N:17][N:18]2[S:21]([C:24]2[CH:29]=[CH:28][CH:27]=[CH:26][CH:25]=2)(=[O:23])=[O:22])=[C:14](I)[CH:13]=1.[H-].C([Al+]CC(C)C)C(C)C.C1(C)C=CC=CC=1.C(O)(=O)CC(CC(O)=O)(C(O)=O)O, predict the reaction product. The product is: [Cl:11][C:12]1[CH:20]=[C:19]2[C:15]([CH:16]=[N:17][N:18]2[S:21]([C:24]2[CH:29]=[CH:28][CH:27]=[CH:26][CH:25]=2)(=[O:22])=[O:23])=[C:14]([C:2]2[O:1][C:5]([CH2:6][OH:8])=[CH:4][N:3]=2)[CH:13]=1. (3) The product is: [N+:12]([C:4]1[C:5]2[C:10](=[CH:9][N:8]=[CH:7][CH:6]=2)[C:1]([OH:11])=[N:2][CH:3]=1)([O-:14])=[O:13]. Given the reactants [C:1]1(=[O:11])[C:10]2[C:5](=[CH:6][CH:7]=[N:8][CH:9]=2)[CH:4]=[CH:3][NH:2]1.[N+:12]([O-])([OH:14])=[O:13], predict the reaction product. (4) Given the reactants [CH:1]1[N:5]=[CH:4][N:3]([CH2:6][C:7]([OH:9])=[O:8])[CH:2]=1.[P:10]([OH:13])([OH:12])[OH:11].P(Cl)(Cl)Cl, predict the reaction product. The product is: [CH:1]1[N:5]=[CH:4][N:3]([CH2:6][C:7]([P:10]([OH:13])([OH:12])=[O:11])([P:10]([OH:13])([OH:12])=[O:11])[OH:9])[CH:2]=1.[OH2:8].